Dataset: Catalyst prediction with 721,799 reactions and 888 catalyst types from USPTO. Task: Predict which catalyst facilitates the given reaction. Reactant: C(OP(C[N+]#[C-])(=O)[O:5][CH2:6][CH3:7])C.[CH2:12]([Li])CCC.C([C:20]1[S:21][CH:22]=[CH:23][CH:24]=1)(=O)C.Cl. Product: [S:21]1[CH:22]=[CH:23][CH:24]=[C:20]1[CH:7]([CH3:12])[CH:6]=[O:5]. The catalyst class is: 27.